This data is from Full USPTO retrosynthesis dataset with 1.9M reactions from patents (1976-2016). The task is: Predict the reactants needed to synthesize the given product. (1) The reactants are: [NH2:1][C:2]1[CH:3]=[N:4][C:5]2[C:10]([C:11]=1[NH:12][CH2:13][CH2:14][CH2:15][C:16]([O:18][CH2:19][CH3:20])=[O:17])=[CH:9][CH:8]=[CH:7][CH:6]=2.[C:21](OC)(OC)(OC)[CH2:22][CH2:23][CH3:24]. Given the product [CH2:22]([C:21]1[N:12]([CH2:13][CH2:14][CH2:15][C:16]([O:18][CH2:19][CH3:20])=[O:17])[C:11]2[C:10]3[CH:9]=[CH:8][CH:7]=[CH:6][C:5]=3[N:4]=[CH:3][C:2]=2[N:1]=1)[CH2:23][CH3:24], predict the reactants needed to synthesize it. (2) Given the product [CH3:17][C:15]1[S:14][C:5]2[NH:6][C:7]3[CH:13]=[CH:12][CH:11]=[CH:10][C:8]=3[N:9]=[C:3]([N:2]3[CH2:22][CH2:23][NH:18][CH2:19][CH2:20]3)[C:4]=2[CH:16]=1, predict the reactants needed to synthesize it. The reactants are: Cl.[NH2:2][C:3]1[C:4]2[CH:16]=[C:15]([CH3:17])[S:14][C:5]=2[NH:6][C:7]2[CH:13]=[CH:12][CH:11]=[CH:10][C:8]=2[N:9]=1.[NH:18]1[CH2:23][CH2:22]N[CH2:20][CH2:19]1.CS(C)=O.C1(C)C=CC=CC=1.